This data is from Full USPTO retrosynthesis dataset with 1.9M reactions from patents (1976-2016). The task is: Predict the reactants needed to synthesize the given product. (1) Given the product [N:23]1([C:21]([CH:11]2[N:12]([C:15](=[O:20])[C:16]([F:19])([F:18])[F:17])[CH2:13][CH2:14][N:9]([CH:6]3[CH2:5][CH2:4][N:3]([C:35]([C:34]4[C:33]5[CH:38]=[CH:39][CH:40]=[CH:41][C:32]=5[S:31][C:30]=4[NH2:29])=[O:36])[CH2:8][CH2:7]3)[CH2:10]2)=[O:22])[CH2:24][CH2:25][O:26][CH2:27][CH2:28]1, predict the reactants needed to synthesize it. The reactants are: Cl.Cl.[NH:3]1[CH2:8][CH2:7][CH:6]([N:9]2[CH2:14][CH2:13][N:12]([C:15](=[O:20])[C:16]([F:19])([F:18])[F:17])[CH:11]([C:21]([N:23]3[CH2:28][CH2:27][O:26][CH2:25][CH2:24]3)=[O:22])[CH2:10]2)[CH2:5][CH2:4]1.[NH2:29][C:30]1[S:31][C:32]2[CH:41]=[CH:40][CH:39]=[CH:38][C:33]=2[C:34]=1[C:35](O)=[O:36]. (2) Given the product [CH3:2][O:3][CH:4]=[CH:38][CH2:37][C@H:35]1[O:36][C:32]([CH3:41])([CH3:31])[O:33][C:34]1=[O:40], predict the reactants needed to synthesize it. The reactants are: [Cl-].[CH3:2][O:3][CH2:4][P+](C1C=CC=CC=1)(C1C=CC=CC=1)C1C=CC=CC=1.C1([Li])C=CC=CC=1.[CH3:31][C:32]1([CH3:41])[O:36][C@H:35]([CH2:37][CH:38]=O)[C:34](=[O:40])[O:33]1. (3) Given the product [Cl:4][C:5]1[CH:10]=[CH:9][CH:8]=[C:7]([Cl:11])[C:6]=1[NH:12][C:13]([NH:15][C:16]1[C:17]([C:26]([N:28]([CH2:35][C:36]2[CH:37]=[CH:38][CH:39]=[CH:40][CH:41]=2)[C@H:29]([C:31]([OH:33])=[O:32])[CH3:30])=[O:27])=[CH:18][C:19]2[C:24]([CH:25]=1)=[CH:23][CH:22]=[CH:21][CH:20]=2)=[O:14], predict the reactants needed to synthesize it. The reactants are: O.[OH-].[Li+].[Cl:4][C:5]1[CH:10]=[CH:9][CH:8]=[C:7]([Cl:11])[C:6]=1[NH:12][C:13]([NH:15][C:16]1[C:17]([C:26]([N:28]([CH2:35][C:36]2[CH:41]=[CH:40][CH:39]=[CH:38][CH:37]=2)[C@H:29]([C:31]([O:33]C)=[O:32])[CH3:30])=[O:27])=[CH:18][C:19]2[C:24]([CH:25]=1)=[CH:23][CH:22]=[CH:21][CH:20]=2)=[O:14].O.Cl. (4) Given the product [F:18][C:19]([F:39])([F:38])[S:20]([O:17][C:14]1[CH2:13][CH2:12][O:11][CH2:16][CH:15]=1)(=[O:22])=[O:21], predict the reactants needed to synthesize it. The reactants are: [Li+].C[Si]([N-][Si](C)(C)C)(C)C.[O:11]1[CH2:16][CH2:15][C:14](=[O:17])[CH2:13][CH2:12]1.[F:18][C:19]([F:39])([F:38])[S:20](N(C1C=CC(Cl)=CN=1)[S:20]([C:19]([F:39])([F:38])[F:18])(=[O:22])=[O:21])(=[O:22])=[O:21]. (5) Given the product [ClH:30].[F:1][C:2]1[CH:3]=[C:4]([C@:13]2([NH2:23])[C:18]3=[N:19][CH:20]=[CH:21][CH:22]=[C:17]3[O:16][CH2:15][CH2:14]2)[CH:5]=[CH:6][C:7]=1[O:8][C:9]([F:12])([F:10])[F:11], predict the reactants needed to synthesize it. The reactants are: [F:1][C:2]1[CH:3]=[C:4]([C@:13]2([NH:23][S@](C(C)(C)C)=O)[C:18]3=[N:19][CH:20]=[CH:21][CH:22]=[C:17]3[O:16][CH2:15][CH2:14]2)[CH:5]=[CH:6][C:7]=1[O:8][C:9]([F:12])([F:11])[F:10].[ClH:30].O1CCOCC1. (6) Given the product [Cl:6][C:7]1[CH:16]=[CH:15][CH:14]=[CH:13][C:8]=1[CH2:9][NH:10][C:11](=[O:12])[N:2]([CH2:3][CH2:4][OH:5])[CH3:1], predict the reactants needed to synthesize it. The reactants are: [CH3:1][NH:2][CH2:3][CH2:4][OH:5].[Cl:6][C:7]1[CH:16]=[CH:15][CH:14]=[CH:13][C:8]=1[CH2:9][N:10]=[C:11]=[O:12].